Task: Predict the product of the given reaction.. Dataset: Forward reaction prediction with 1.9M reactions from USPTO patents (1976-2016) (1) Given the reactants [F:1][C:2]1[CH:7]=[C:6]([F:8])[CH:5]=[C:4]([F:9])[C:3]=1[CH:10]([C:16]([O:18]CC)=O)[C:11](OCC)=[O:12].C(N(CC)CC)C.[NH2:28][C:29]1[N:33]=[CH:32][NH:31][N:30]=1.[OH-].[Na+], predict the reaction product. The product is: [OH:18][C:16]1[C:10]([C:3]2[C:2]([F:1])=[CH:7][C:6]([F:8])=[CH:5][C:4]=2[F:9])=[C:11]([OH:12])[N:30]2[N:31]=[CH:32][N:33]=[C:29]2[N:28]=1. (2) Given the reactants CN(C(ON1N=NC2C=CC=NC1=2)=[N+](C)C)C.F[P-](F)(F)(F)(F)F.[Cl:25][C:26]1[CH:53]=[CH:52][CH:51]=[C:50]([Cl:54])[C:27]=1[C:28]([NH:30][C@H:31]([C:46]([O:48]C)=[O:47])[CH2:32][C:33]1[CH:38]=[CH:37][C:36]([O:39][CH:40]2[CH2:45][CH2:44][NH:43][CH2:42][CH2:41]2)=[CH:35][CH:34]=1)=[O:29].[C:55](O)(=[O:57])[CH3:56].C(N(CC)CC)C, predict the reaction product. The product is: [Cl:54][C:50]1[CH:51]=[CH:52][CH:53]=[C:26]([Cl:25])[C:27]=1[C:28]([NH:30][C@H:31]([C:46]([OH:48])=[O:47])[CH2:32][C:33]1[CH:34]=[CH:35][C:36]([O:39][CH:40]2[CH2:45][CH2:44][N:43]([C:55](=[O:57])[CH3:56])[CH2:42][CH2:41]2)=[CH:37][CH:38]=1)=[O:29].